Dataset: Reaction yield outcomes from USPTO patents with 853,638 reactions. Task: Predict the reaction yield, written as a fraction of the theoretical maximum amount of product (1.0 means a 100% yield; for example, 0.34 means a 34% yield). (1) The reactants are C(OC(=O)[N:7]([C:30]1[CH:35]=[CH:34][C:33]([N:36]2[CH2:41][CH2:40][O:39][CH2:38][CH2:37]2)=[CH:32][CH:31]=1)[C:8]1[C:9]2[N:10]([CH:27]=[CH:28][N:29]=2)[C:11]([Sn](CCCC)(CCCC)CCCC)=[CH:12][N:13]=1)(C)(C)C.[CH3:43][O:44][C:45]([C:47]1[S:51][C:50](Br)=[N:49][CH:48]=1)=[O:46]. The catalyst is CN(C=O)C.C1C=CC([P]([Pd]([P](C2C=CC=CC=2)(C2C=CC=CC=2)C2C=CC=CC=2)([P](C2C=CC=CC=2)(C2C=CC=CC=2)C2C=CC=CC=2)[P](C2C=CC=CC=2)(C2C=CC=CC=2)C2C=CC=CC=2)(C2C=CC=CC=2)C2C=CC=CC=2)=CC=1. The product is [CH3:43][O:44][C:45]([C:47]1[S:51][C:50]([C:11]2[N:10]3[CH:27]=[CH:28][N:29]=[C:9]3[C:8]([NH:7][C:30]3[CH:31]=[CH:32][C:33]([N:36]4[CH2:41][CH2:40][O:39][CH2:38][CH2:37]4)=[CH:34][CH:35]=3)=[N:13][CH:12]=2)=[N:49][CH:48]=1)=[O:46]. The yield is 0.570. (2) The reactants are [O:1]1[C:5]([C:6]2[CH:11]=[CH:10][CH:9]=[CH:8][N:7]=2)=[CH:4][N:3]=[CH:2]1.[Li]CCCC.[C:17](O)(=[O:26])[CH2:18][CH2:19][CH2:20][CH2:21][CH2:22][CH2:23][CH2:24][CH3:25].C(Cl)(=O)C(Cl)=O. The catalyst is C1COCC1.C(Cl)Cl.[Cl-].[Cl-].[Zn+2]. The product is [N:7]1[CH:8]=[CH:9][CH:10]=[CH:11][C:6]=1[C:5]1[O:1][C:2]([C:17](=[O:26])[CH2:18][CH2:19][CH2:20][CH2:21][CH2:22][CH2:23][CH2:24][CH3:25])=[N:3][CH:4]=1. The yield is 0.410. (3) The reactants are [CH:1]([N-]C(C)C)(C)C.[Li+].[CH3:9][C:10]1[CH:11]=[C:12]([NH:21][C:22]2N=[C:26]([C:28]([F:31])([F:30])[F:29])[CH:25]=[CH:24][N:23]=2)[CH:13]=[C:14]([C:16]2[S:20][CH:19]=[N:18][CH:17]=2)[CH:15]=1.[Br:32][C:33]1[CH:34]=[CH:35][C:36]([C:39](=[O:41])[CH3:40])=[N:37][CH:38]=1. The catalyst is C1COCC1. The product is [Br:32][C:33]1[CH:34]=[CH:35][C:36]([C:39]([C:19]2[S:20][C:16]([C:14]3[CH:13]=[C:12]([NH:21][C:22]4[CH:1]=[C:26]([C:28]([F:29])([F:30])[F:31])[CH:25]=[CH:24][N:23]=4)[CH:11]=[C:10]([CH3:9])[CH:15]=3)=[CH:17][N:18]=2)([OH:41])[CH3:40])=[N:37][CH:38]=1. The yield is 0.504.